From a dataset of Forward reaction prediction with 1.9M reactions from USPTO patents (1976-2016). Predict the product of the given reaction. Given the reactants O1CCCC1.C([O:8][C:9](=O)[C:10]1[CH:15]=[CH:14][C:13]([CH2:16][CH2:17][C:18]2[O:19][CH:20]=[CH:21][CH:22]=2)=[CH:12][C:11]=1CC)C.[H-].C([Al+]CC(C)C)C(C)C.C(C(C(C([O-])=O)O)O)([O-])=O.[Na+].[K+], predict the reaction product. The product is: [O:19]1[CH:20]=[CH:21][CH:22]=[C:18]1[CH2:17][CH2:16][C:13]1[CH:12]=[CH:11][C:10]([CH2:9][OH:8])=[CH:15][CH:14]=1.